Dataset: NCI-60 drug combinations with 297,098 pairs across 59 cell lines. Task: Regression. Given two drug SMILES strings and cell line genomic features, predict the synergy score measuring deviation from expected non-interaction effect. (1) Drug 1: CC12CCC3C(C1CCC2=O)CC(=C)C4=CC(=O)C=CC34C. Drug 2: CC1=C(N=C(N=C1N)C(CC(=O)N)NCC(C(=O)N)N)C(=O)NC(C(C2=CN=CN2)OC3C(C(C(C(O3)CO)O)O)OC4C(C(C(C(O4)CO)O)OC(=O)N)O)C(=O)NC(C)C(C(C)C(=O)NC(C(C)O)C(=O)NCCC5=NC(=CS5)C6=NC(=CS6)C(=O)NCCC[S+](C)C)O. Cell line: HS 578T. Synergy scores: CSS=54.4, Synergy_ZIP=-0.935, Synergy_Bliss=2.72, Synergy_Loewe=-0.920, Synergy_HSA=0.721. (2) Drug 1: CC1C(C(=O)NC(C(=O)N2CCCC2C(=O)N(CC(=O)N(C(C(=O)O1)C(C)C)C)C)C(C)C)NC(=O)C3=C4C(=C(C=C3)C)OC5=C(C(=O)C(=C(C5=N4)C(=O)NC6C(OC(=O)C(N(C(=O)CN(C(=O)C7CCCN7C(=O)C(NC6=O)C(C)C)C)C)C(C)C)C)N)C. Drug 2: CC=C1C(=O)NC(C(=O)OC2CC(=O)NC(C(=O)NC(CSSCCC=C2)C(=O)N1)C(C)C)C(C)C. Cell line: HCT116. Synergy scores: CSS=53.6, Synergy_ZIP=1.50, Synergy_Bliss=3.45, Synergy_Loewe=-31.8, Synergy_HSA=-2.15. (3) Drug 1: COC1=C(C=C2C(=C1)N=CN=C2NC3=CC(=C(C=C3)F)Cl)OCCCN4CCOCC4. Drug 2: C1CC(=O)NC(=O)C1N2C(=O)C3=CC=CC=C3C2=O. Cell line: M14. Synergy scores: CSS=9.57, Synergy_ZIP=-3.63, Synergy_Bliss=0.228, Synergy_Loewe=-4.28, Synergy_HSA=-0.429. (4) Drug 1: COC1=CC(=CC(=C1O)OC)C2C3C(COC3=O)C(C4=CC5=C(C=C24)OCO5)OC6C(C(C7C(O6)COC(O7)C8=CC=CS8)O)O. Drug 2: C1C(C(OC1N2C=C(C(=O)NC2=O)F)CO)O. Cell line: M14. Synergy scores: CSS=42.8, Synergy_ZIP=-13.9, Synergy_Bliss=-3.97, Synergy_Loewe=-6.35, Synergy_HSA=-1.17. (5) Drug 1: C#CCC(CC1=CN=C2C(=N1)C(=NC(=N2)N)N)C3=CC=C(C=C3)C(=O)NC(CCC(=O)O)C(=O)O. Drug 2: C1CN(CCN1C(=O)CCBr)C(=O)CCBr. Cell line: NCI-H322M. Synergy scores: CSS=-3.76, Synergy_ZIP=2.93, Synergy_Bliss=1.29, Synergy_Loewe=-0.496, Synergy_HSA=-2.89. (6) Drug 1: CCC1(CC2CC(C3=C(CCN(C2)C1)C4=CC=CC=C4N3)(C5=C(C=C6C(=C5)C78CCN9C7C(C=CC9)(C(C(C8N6C)(C(=O)OC)O)OC(=O)C)CC)OC)C(=O)OC)O.OS(=O)(=O)O. Drug 2: CS(=O)(=O)OCCCCOS(=O)(=O)C. Cell line: T-47D. Synergy scores: CSS=-4.31, Synergy_ZIP=4.20, Synergy_Bliss=4.12, Synergy_Loewe=-3.84, Synergy_HSA=-3.67. (7) Drug 1: CNC(=O)C1=CC=CC=C1SC2=CC3=C(C=C2)C(=NN3)C=CC4=CC=CC=N4. Drug 2: CC(C1=C(C=CC(=C1Cl)F)Cl)OC2=C(N=CC(=C2)C3=CN(N=C3)C4CCNCC4)N. Cell line: HOP-62. Synergy scores: CSS=-0.720, Synergy_ZIP=1.41, Synergy_Bliss=2.58, Synergy_Loewe=-1.33, Synergy_HSA=-0.945.